Dataset: NCI-60 drug combinations with 297,098 pairs across 59 cell lines. Task: Regression. Given two drug SMILES strings and cell line genomic features, predict the synergy score measuring deviation from expected non-interaction effect. (1) Cell line: SR. Drug 2: C1CN(P(=O)(OC1)NCCCl)CCCl. Drug 1: C(CC(=O)O)C(=O)CN.Cl. Synergy scores: CSS=-1.54, Synergy_ZIP=-0.959, Synergy_Bliss=-1.26, Synergy_Loewe=-5.93, Synergy_HSA=-3.11. (2) Drug 1: CC1CCC2CC(C(=CC=CC=CC(CC(C(=O)C(C(C(=CC(C(=O)CC(OC(=O)C3CCCCN3C(=O)C(=O)C1(O2)O)C(C)CC4CCC(C(C4)OC)O)C)C)O)OC)C)C)C)OC. Drug 2: CC(C)NC(=O)C1=CC=C(C=C1)CNNC.Cl. Cell line: HCT-15. Synergy scores: CSS=15.9, Synergy_ZIP=-10.0, Synergy_Bliss=-1.40, Synergy_Loewe=-17.4, Synergy_HSA=-0.688. (3) Drug 1: CN(C)C1=NC(=NC(=N1)N(C)C)N(C)C. Drug 2: C1=NC2=C(N=C(N=C2N1C3C(C(C(O3)CO)O)O)F)N. Cell line: OVCAR-4. Synergy scores: CSS=-3.41, Synergy_ZIP=1.80, Synergy_Bliss=1.26, Synergy_Loewe=-3.60, Synergy_HSA=-2.34. (4) Drug 1: C1CC(C1)(C(=O)O)C(=O)O.[NH2-].[NH2-].[Pt+2]. Drug 2: C1CC(=O)NC(=O)C1N2C(=O)C3=CC=CC=C3C2=O. Cell line: NCI-H460. Synergy scores: CSS=28.5, Synergy_ZIP=-2.87, Synergy_Bliss=2.87, Synergy_Loewe=-4.14, Synergy_HSA=-0.128. (5) Drug 1: CC12CCC3C(C1CCC2=O)CC(=C)C4=CC(=O)C=CC34C. Drug 2: N.N.Cl[Pt+2]Cl. Cell line: MOLT-4. Synergy scores: CSS=64.5, Synergy_ZIP=0.0230, Synergy_Bliss=4.84, Synergy_Loewe=1.98, Synergy_HSA=4.17. (6) Drug 1: C1=NC2=C(N1)C(=S)N=C(N2)N. Drug 2: C1CN1P(=S)(N2CC2)N3CC3. Cell line: DU-145. Synergy scores: CSS=46.8, Synergy_ZIP=-7.09, Synergy_Bliss=-5.51, Synergy_Loewe=-2.52, Synergy_HSA=-0.645. (7) Cell line: A498. Drug 1: CNC(=O)C1=CC=CC=C1SC2=CC3=C(C=C2)C(=NN3)C=CC4=CC=CC=N4. Synergy scores: CSS=59.5, Synergy_ZIP=8.82, Synergy_Bliss=9.97, Synergy_Loewe=-3.20, Synergy_HSA=11.9. Drug 2: CC1C(C(CC(O1)OC2CC(CC3=C2C(=C4C(=C3O)C(=O)C5=C(C4=O)C(=CC=C5)OC)O)(C(=O)CO)O)N)O.Cl. (8) Drug 1: C1C(C(OC1N2C=NC3=C2NC=NCC3O)CO)O. Drug 2: CCC1(C2=C(COC1=O)C(=O)N3CC4=CC5=C(C=CC(=C5CN(C)C)O)N=C4C3=C2)O.Cl. Cell line: K-562. Synergy scores: CSS=48.3, Synergy_ZIP=0.666, Synergy_Bliss=-0.300, Synergy_Loewe=-38.6, Synergy_HSA=0.616.